Dataset: NCI-60 drug combinations with 297,098 pairs across 59 cell lines. Task: Regression. Given two drug SMILES strings and cell line genomic features, predict the synergy score measuring deviation from expected non-interaction effect. (1) Drug 1: CN1C(=O)N2C=NC(=C2N=N1)C(=O)N. Drug 2: C1=CN(C=N1)CC(O)(P(=O)(O)O)P(=O)(O)O. Cell line: CAKI-1. Synergy scores: CSS=-4.19, Synergy_ZIP=-2.32, Synergy_Bliss=-6.17, Synergy_Loewe=-8.87, Synergy_HSA=-8.86. (2) Synergy scores: CSS=-9.19, Synergy_ZIP=1.54, Synergy_Bliss=-4.79, Synergy_Loewe=-12.5, Synergy_HSA=-11.5. Cell line: CCRF-CEM. Drug 2: C(=O)(N)NO. Drug 1: CC1=CC=C(C=C1)C2=CC(=NN2C3=CC=C(C=C3)S(=O)(=O)N)C(F)(F)F. (3) Drug 1: C1=CC(=CC=C1CCC2=CNC3=C2C(=O)NC(=N3)N)C(=O)NC(CCC(=O)O)C(=O)O. Drug 2: COC1=NC(=NC2=C1N=CN2C3C(C(C(O3)CO)O)O)N. Cell line: NCI-H460. Synergy scores: CSS=37.4, Synergy_ZIP=0.513, Synergy_Bliss=-0.370, Synergy_Loewe=-8.09, Synergy_HSA=0.627. (4) Synergy scores: CSS=46.0, Synergy_ZIP=9.31, Synergy_Bliss=8.11, Synergy_Loewe=-12.0, Synergy_HSA=6.67. Drug 2: CC(C)CN1C=NC2=C1C3=CC=CC=C3N=C2N. Drug 1: C1=CC(=C2C(=C1NCCNCCO)C(=O)C3=C(C=CC(=C3C2=O)O)O)NCCNCCO. Cell line: BT-549.